Dataset: Reaction yield outcomes from USPTO patents with 853,638 reactions. Task: Predict the reaction yield, written as a fraction of the theoretical maximum amount of product (1.0 means a 100% yield; for example, 0.34 means a 34% yield). (1) The reactants are [Cl:1][C:2]1[CH:3]=[C:4]([CH:8]=[C:9]([O:11][C:12]([F:15])([F:14])[F:13])[CH:10]=1)[CH2:5][C:6]#N.[OH2:16].[OH-:17].[K+]. The catalyst is CC(O)C. The product is [Cl:1][C:2]1[CH:3]=[C:4]([CH2:5][C:6]([OH:17])=[O:16])[CH:8]=[C:9]([O:11][C:12]([F:15])([F:14])[F:13])[CH:10]=1. The yield is 0.760. (2) The reactants are Cl[C:2]1[N:10]=[C:9]2[C:5]([NH:6][CH:7]=[N:8]2)=[C:4]([NH2:11])[N:3]=1.CC([O-])(C)C.[K+].[CH2:18]([OH:22])[CH2:19][CH2:20][CH3:21]. No catalyst specified. The yield is 0.700. The product is [CH2:18]([O:22][C:2]1[N:10]=[C:9]2[C:5]([N:6]=[CH:7][NH:8]2)=[C:4]([NH2:11])[N:3]=1)[CH2:19][CH2:20][CH3:21]. (3) The reactants are [CH:1]1([C:7]2[C:8]3[CH:9]=[CH:10][C:11]([C:33]([O:35]C)=[O:34])=[CH:12][C:13]=3[N:14]3[C:21]=2[C:20]2[CH:22]=[CH:23][CH:24]=[CH:25][C:19]=2[O:18][CH2:17][C:16]2([CH2:30][O:29]C(C)(C)O[CH2:26]2)[CH2:15]3)[CH2:6][CH2:5][CH2:4][CH2:3][CH2:2]1.S(OS(C(F)(F)F)(=O)=O)(C(F)(F)F)(=O)=O.CCN(C(C)C)C(C)C.C(N)(C)C. The catalyst is CO.C1COCC1.CC#N.CCOC(C)=O. The product is [CH:1]1([C:7]2[C:8]3[CH:9]=[CH:10][C:11]([C:33]([OH:35])=[O:34])=[CH:12][C:13]=3[N:14]3[C:21]=2[C:20]2[CH:22]=[CH:23][CH:24]=[CH:25][C:19]=2[O:18][CH2:17][C:16]2([CH2:30][O:29][CH2:26]2)[CH2:15]3)[CH2:6][CH2:5][CH2:4][CH2:3][CH2:2]1. The yield is 0.150. (4) The reactants are Cl[C:2]1[N:7]=[C:6]([C:8]([NH:10][C:11]2[C:16]([CH3:17])=[CH:15][N:14]=[C:13]([C:18]([O:20][CH2:21][CH3:22])=[O:19])[C:12]=2[CH3:23])=[O:9])[C:5]([CH3:24])=[CH:4][CH:3]=1.[OH:25][CH2:26][C:27]1[CH:28]=[C:29](B(O)O)[CH:30]=[CH:31][CH:32]=1.C([O-])([O-])=O.[Cs+].[Cs+].C(Cl)Cl. The catalyst is O1CCOCC1.O.C1C=CC(P(C2C=CC=CC=2)[C-]2C=CC=C2)=CC=1.C1C=CC(P(C2C=CC=CC=2)[C-]2C=CC=C2)=CC=1.Cl[Pd]Cl.[Fe+2]. The product is [OH:25][CH2:26][C:27]1[CH:32]=[C:31]([C:2]2[N:7]=[C:6]([C:8]([NH:10][C:11]3[C:16]([CH3:17])=[CH:15][N:14]=[C:13]([C:18]([O:20][CH2:21][CH3:22])=[O:19])[C:12]=3[CH3:23])=[O:9])[C:5]([CH3:24])=[CH:4][CH:3]=2)[CH:30]=[CH:29][CH:28]=1. The yield is 0.608. (5) The reactants are CC1C=CC(S(O[CH2:12][C@H:13]2[CH:22]=[CH:21][C:20]3[C:15](=[C:16]([C:24]4[CH:29]=[C:28]([Cl:30])[CH:27]=[CH:26][C:25]=4[Cl:31])[CH:17]=[C:18]([F:23])[CH:19]=3)[O:14]2)(=O)=O)=CC=1.[N-:32]=[N+:33]=[N-:34].[Na+]. The catalyst is CN(C=O)C. The product is [N:32]([CH2:12][C@H:13]1[CH2:22][CH2:21][C:20]2[C:15](=[C:16]([C:24]3[CH:29]=[C:28]([Cl:30])[CH:27]=[CH:26][C:25]=3[Cl:31])[CH:17]=[C:18]([F:23])[CH:19]=2)[O:14]1)=[N+:33]=[N-:34]. The yield is 0.830. (6) The reactants are [CH3:1][O:2][C:3]([C:5]1[CH:14]=[C:13]2[C:8]([C:9](=[O:18])[NH:10][CH:11]([C:15]([OH:17])=O)[NH:12]2)=[CH:7][CH:6]=1)=[O:4].CN1CCOCC1.Cl.CN(C)CCCN=C=NCC.ON1C2C=CC=CC=2N=N1.[NH2:48][CH:49]1[CH2:54][CH2:53][N:52]([C:55]([O:57][C:58]([CH3:61])([CH3:60])[CH3:59])=[O:56])[CH2:51][CH2:50]1. The catalyst is O.CN(C=O)C. The product is [C:58]([O:57][C:55]([N:52]1[CH2:53][CH2:54][CH:49]([NH:48][C:15]([CH:11]2[NH:10][C:9](=[O:18])[C:8]3[C:13](=[CH:14][C:5]([C:3]([O:2][CH3:1])=[O:4])=[CH:6][CH:7]=3)[NH:12]2)=[O:17])[CH2:50][CH2:51]1)=[O:56])([CH3:61])([CH3:59])[CH3:60]. The yield is 0.200. (7) The product is [Br:1][C:2]1[CH:8]=[CH:7][C:5]([N+:6]([O-:17])=[O:16])=[C:4]([O:9][CH3:10])[C:3]=1[F:11]. The reactants are [Br:1][C:2]1[CH:8]=[CH:7][C:5]([NH2:6])=[C:4]([O:9][CH3:10])[C:3]=1[F:11].B1([O-])OO1.[OH2:16].[OH2:17].O.O.[Na+].O. The catalyst is C(O)(C(F)(F)F)=O.C(O)(=O)C. The yield is 0.400.